Predict the product of the given reaction. From a dataset of Forward reaction prediction with 1.9M reactions from USPTO patents (1976-2016). (1) Given the reactants [CH2:1]([N:3]([CH2:21][CH2:22][S:23][CH3:24])[C:4]([C:6]1[S:10][C:9]([C:11]2[CH:12]=[N:13][CH:14]=[CH:15][CH:16]=2)=[N:8][C:7]=1[C:17]([F:20])([F:19])[F:18])=[O:5])[CH3:2].B1([O-])O[O:26]1.O.O.O.O.[Na+].C(=O)([O-])O.[Na+], predict the reaction product. The product is: [CH2:1]([N:3]([CH2:21][CH2:22][S:23]([CH3:24])=[O:26])[C:4]([C:6]1[S:10][C:9]([C:11]2[CH:12]=[N:13][CH:14]=[CH:15][CH:16]=2)=[N:8][C:7]=1[C:17]([F:19])([F:18])[F:20])=[O:5])[CH3:2]. (2) The product is: [CH2:1]([NH:8][C:9]([C:11]1[C:19]2[C:18]3[CH:20]=[C:21]([NH2:24])[CH:22]=[CH:23][C:17]=3[O:16][C:15]=2[C:14]([O:27][CH3:28])=[CH:13][CH:12]=1)=[O:10])[C:2]1[CH:3]=[CH:4][CH:5]=[CH:6][CH:7]=1. Given the reactants [CH2:1]([NH:8][C:9]([C:11]1[C:19]2[C:18]3[CH:20]=[C:21]([N+:24]([O-])=O)[CH:22]=[CH:23][C:17]=3[O:16][C:15]=2[C:14]([O:27][CH3:28])=[CH:13][CH:12]=1)=[O:10])[C:2]1[CH:7]=[CH:6][CH:5]=[CH:4][CH:3]=1.Cl.[OH-].[K+], predict the reaction product. (3) Given the reactants [C:1]([O:5][C:6]([N:8]([C:16]1[C@:22]2([CH2:26][F:27])[S:23](=[O:25])(=[O:24])[C@@H:19]([CH2:20][CH2:21]2)[C@:18]([C:29]2[CH:34]=[C:33]([N+:35]([O-])=O)[CH:32]=[CH:31][C:30]=2[F:38])([CH3:28])[N:17]=1)[C:9](=[O:15])[O:10][C:11]([CH3:14])([CH3:13])[CH3:12])=[O:7])([CH3:4])([CH3:3])[CH3:2].C(OCC)(=O)C, predict the reaction product. The product is: [NH2:35][C:33]1[CH:32]=[CH:31][C:30]([F:38])=[C:29]([C@@:18]2([CH3:28])[N:17]=[C:16]([N:8]([C:6]([O:5][C:1]([CH3:2])([CH3:3])[CH3:4])=[O:7])[C:9](=[O:15])[O:10][C:11]([CH3:14])([CH3:12])[CH3:13])[C@:22]3([CH2:26][F:27])[S:23](=[O:25])(=[O:24])[C@H:19]2[CH2:20][CH2:21]3)[CH:34]=1.